From a dataset of Forward reaction prediction with 1.9M reactions from USPTO patents (1976-2016). Predict the product of the given reaction. (1) Given the reactants [CH2:1]([CH2:3][NH2:4])[OH:2].[C:5]([Si:9]([CH3:32])([CH3:31])[O:10][C@H:11]([C:24]1[CH:25]=[N:26][C:27]([Cl:30])=[CH:28][CH:29]=1)[CH2:12]OS(C1C=CC(C)=CC=1)(=O)=O)([CH3:8])([CH3:7])[CH3:6].C(N(C(C)C)CC)(C)C.C(OCC)(=O)C, predict the reaction product. The product is: [C:5]([Si:9]([CH3:31])([CH3:32])[O:10][CH:11]([C:24]1[CH:25]=[N:26][C:27]([Cl:30])=[CH:28][CH:29]=1)[CH2:12][NH:4][CH2:3][CH2:1][OH:2])([CH3:6])([CH3:7])[CH3:8]. (2) The product is: [CH3:1][C:2]1[C:7]([CH2:8][S+:9]([O-:19])[C:10]2[NH:11][C:12]3[CH:13]=[CH:14][CH:15]=[CH:16][C:17]=3[N:18]=2)=[N:6][CH:5]=[CH:4][C:3]=1[O:20][CH2:21][CH2:22][CH2:23][O:24][CH3:25].[CH3:1][C:2]1[C:7]([CH2:8][S+:9]([O-:19])[C:10]2[N-:11][C:12]3[CH:13]=[CH:14][CH:15]=[CH:16][C:17]=3[N:18]=2)=[N:6][CH:5]=[CH:4][C:3]=1[O:20][CH2:21][CH2:22][CH2:23][O:24][CH3:25].[Na+:36]. Given the reactants [CH3:1][C:2]1[C:7]([CH2:8][S+:9]([O-:19])[C:10]2[NH:11][C:12]3[CH:13]=[CH:14][CH:15]=[CH:16][C:17]=3[N:18]=2)=[N:6][CH:5]=[CH:4][C:3]=1[O:20][CH2:21][CH2:22][CH2:23][O:24][CH3:25].N1C2C=CC=CC=2NC=1.[OH-].[Na+:36], predict the reaction product. (3) The product is: [N+:18]([C:4]1[CH:11]=[CH:10][CH:9]=[CH:8][C:5]=1[CH2:6][NH:7][C:14]([NH:13][CH3:12])=[O:15])#[C-:16]. Given the reactants Cl.C([C:4]1[CH:11]=[CH:10][CH:9]=[CH:8][C:5]=1[CH2:6][NH2:7])#N.[CH3:12][N:13]=[C:14]=[O:15].[CH2:16]([N:18](CC)CC)C.O, predict the reaction product. (4) Given the reactants CCCC[N+](CCCC)(CCCC)CCCC.[F-].[Si]([O:26][CH:27]([N:29]1[CH:33]=[C:32]([C:34]2[CH:39]=[CH:38][CH:37]=[CH:36][CH:35]=2)[C:31]([C:40]([N:42]2[CH2:47][CH2:46][N:45]([C:48]3[CH:49]=[C:50]([CH:54]=[CH:55][CH:56]=3)[C:51]([NH2:53])=[O:52])[CH2:44][CH2:43]2)=[O:41])=[CH:30]1)[CH3:28])(C(C)(C)C)(C)C.C(OCC)(=O)C, predict the reaction product. The product is: [OH:26][CH:27]([N:29]1[CH:33]=[C:32]([C:34]2[CH:39]=[CH:38][CH:37]=[CH:36][CH:35]=2)[C:31]([C:40]([N:42]2[CH2:47][CH2:46][N:45]([C:48]3[CH:49]=[C:50]([CH:54]=[CH:55][CH:56]=3)[C:51]([NH2:53])=[O:52])[CH2:44][CH2:43]2)=[O:41])=[CH:30]1)[CH3:28].